Predict the product of the given reaction. From a dataset of Forward reaction prediction with 1.9M reactions from USPTO patents (1976-2016). (1) The product is: [C:1]([O:5][C:6]([N:8]1[CH2:13][CH2:12][C:11]([C:14]2[S:15][C:16]([CH2:19][Cl:32])=[CH:17][N:18]=2)([F:21])[CH2:10][CH2:9]1)=[O:7])([CH3:4])([CH3:3])[CH3:2]. Given the reactants [C:1]([O:5][C:6]([N:8]1[CH2:13][CH2:12][C:11]([F:21])([C:14]2[S:15][C:16]([CH2:19]O)=[CH:17][N:18]=2)[CH2:10][CH2:9]1)=[O:7])([CH3:4])([CH3:3])[CH3:2].N1C=CC=CC=1.CS([Cl:32])(=O)=O, predict the reaction product. (2) Given the reactants [CH3:1][C:2]1[S:3][C:4]2[C:9]([N:10]=1)=[CH:8][C:7]([N+:11]([O-])=O)=[CH:6][N:5]=2, predict the reaction product. The product is: [CH3:1][C:2]1[S:3][C:4]2[C:9]([N:10]=1)=[CH:8][C:7]([NH2:11])=[CH:6][N:5]=2. (3) Given the reactants ClC1C=CC=C(Cl)C=1C(NC1C(C2NC3C=CC(CN4CCOCC4)=CC=3N=2)=NNC=1)=O.[F:33][C:34]1[CH:50]=[CH:49][CH:48]=[C:47]([F:51])[C:35]=1[C:36]([NH:38][C:39]1[C:40]([C:44](O)=O)=[N:41][NH:42][CH:43]=1)=[O:37].[Cl:52][C:53]1[C:58]([Cl:59])=[CH:57][C:56]([NH2:60])=[C:55]([NH2:61])[CH:54]=1, predict the reaction product. The product is: [Cl:52][C:53]1[C:58]([Cl:59])=[CH:57][C:56]2[NH:60][C:44]([C:40]3[C:39]([NH:38][C:36](=[O:37])[C:35]4[C:34]([F:33])=[CH:50][CH:49]=[CH:48][C:47]=4[F:51])=[CH:43][NH:42][N:41]=3)=[N:61][C:55]=2[CH:54]=1. (4) Given the reactants N1C=CC=CC=1.[CH3:7][O:8][C:9]1[CH:14]=[CH:13][C:12]([C:15]2[NH:19][N:18]=[C:17]([CH3:20])[C:16]=2[NH2:21])=[CH:11][CH:10]=1.[C:22](Cl)(=[O:29])[C:23]1[CH:28]=[CH:27][CH:26]=[CH:25][CH:24]=1, predict the reaction product. The product is: [CH3:7][O:8][C:9]1[CH:10]=[CH:11][C:12]([C:15]2[NH:19][N:18]=[C:17]([CH3:20])[C:16]=2[NH:21][C:22](=[O:29])[C:23]2[CH:28]=[CH:27][CH:26]=[CH:25][CH:24]=2)=[CH:13][CH:14]=1. (5) Given the reactants O=C1CC(CN[C:10]2[CH:11]=[CH:12][C:13]3[N:14]([C:16]([C:19]4[CH:24]=[CH:23][CH:22]=[C:21]([O:25][C:26]([F:29])([F:28])[F:27])[CH:20]=4)=[CH:17][N:18]=3)[N:15]=2)CCN1C(OC(C)(C)C)=O.[C:37](O)([C:39](F)(F)F)=[O:38], predict the reaction product. The product is: [NH2:14][CH2:13][CH:12]1[CH2:11][CH2:10][N:15]([C:10]2[CH:11]=[CH:12][C:13]3[N:14]([C:16]([C:19]4[CH:24]=[CH:23][CH:22]=[C:21]([O:25][C:26]([F:27])([F:28])[F:29])[CH:20]=4)=[CH:17][N:18]=3)[N:15]=2)[C:37](=[O:38])[CH2:39]1. (6) Given the reactants [NH2:1][C:2]1[N:7]2[N:8]=[CH:9][C:10]([C:11]3[CH:12]=[N:13][C:14]4[C:19]([CH:20]=3)=[CH:18][CH:17]=[CH:16][CH:15]=4)=[C:6]2[N:5]=[C:4]([O:21][C:22]2[CH:27]=[CH:26][C:25]([CH2:28][C:29]([O:31]C)=[O:30])=[CH:24][CH:23]=2)[C:3]=1[Br:33].[Li+].[OH-], predict the reaction product. The product is: [NH2:1][C:2]1[N:7]2[N:8]=[CH:9][C:10]([C:11]3[CH:12]=[N:13][C:14]4[C:19]([CH:20]=3)=[CH:18][CH:17]=[CH:16][CH:15]=4)=[C:6]2[N:5]=[C:4]([O:21][C:22]2[CH:23]=[CH:24][C:25]([CH2:28][C:29]([OH:31])=[O:30])=[CH:26][CH:27]=2)[C:3]=1[Br:33]. (7) Given the reactants [Cl:1][C:2]1[C:3]([NH:24]CC2C=CC(OC)=CC=2)=[C:4]([C:9]([N:11]2[CH2:16][CH2:15][CH:14]([C:17]3[CH:22]=[CH:21][C:20]([F:23])=[CH:19][CH:18]=3)[CH2:13][CH2:12]2)=[O:10])[CH:5]=[N:6][C:7]=1[Cl:8].FC(F)(F)C(O)=O, predict the reaction product. The product is: [NH2:24][C:3]1[C:2]([Cl:1])=[C:7]([Cl:8])[N:6]=[CH:5][C:4]=1[C:9]([N:11]1[CH2:16][CH2:15][CH:14]([C:17]2[CH:18]=[CH:19][C:20]([F:23])=[CH:21][CH:22]=2)[CH2:13][CH2:12]1)=[O:10]. (8) Given the reactants [Cl:1][C:2](Cl)([O:4]C(=O)OC(Cl)(Cl)Cl)Cl.N1C=CC=CC=1.[CH3:19][C@H:20]1[CH2:25][CH2:24][CH2:23][CH2:22][NH:21]1.Cl, predict the reaction product. The product is: [CH3:19][C@H:20]1[CH2:25][CH2:24][CH2:23][CH2:22][N:21]1[C:2]([Cl:1])=[O:4]. (9) Given the reactants [NH2:1][CH2:2][C@H:3]1[C@H:9]([C:10]2[CH:15]=[CH:14][C:13]([Cl:16])=[C:12]([F:17])[CH:11]=2)[O:8][CH2:7][CH2:6][N:5](C(OC(C)(C)C)=O)[CH2:4]1.[CH3:25][N:26]([C:31]([C:33]1[CH:38]=[CH:37][CH:36]=[CH:35][N:34]=1)=[O:32])[CH2:27][C:28](O)=[O:29], predict the reaction product. The product is: [ClH:16].[Cl:16][C:13]1[CH:14]=[CH:15][C:10]([C@@H:9]2[O:8][CH2:7][CH2:6][NH:5][CH2:4][C@H:3]2[CH2:2][NH:1][C:28](=[O:29])[CH2:27][N:26]([CH3:25])[C:31]([C:33]2[CH:38]=[CH:37][CH:36]=[CH:35][N:34]=2)=[O:32])=[CH:11][C:12]=1[F:17].